From a dataset of Reaction yield outcomes from USPTO patents with 853,638 reactions. Predict the reaction yield, written as a fraction of the theoretical maximum amount of product (1.0 means a 100% yield; for example, 0.34 means a 34% yield). (1) The reactants are [F:1][C:2]1[CH:22]=[CH:21][C:5]([CH2:6][N:7]2[C:11](=[O:12])[N:10]([C:13]3[S:14][C:15]([C:19]#[N:20])=[C:16]([CH3:18])[N:17]=3)[CH:9]=[N:8]2)=[CH:4][CH:3]=1.[N-:23]=[N+:24]=[N-:25].[Na+].[Cl-].[NH4+]. The catalyst is CN(C)C=O. The product is [F:1][C:2]1[CH:22]=[CH:21][C:5]([CH2:6][N:7]2[C:11](=[O:12])[N:10]([C:13]3[S:14][C:15]([C:19]4[N:23]=[N:24][NH:25][N:20]=4)=[C:16]([CH3:18])[N:17]=3)[CH:9]=[N:8]2)=[CH:4][CH:3]=1. The yield is 0.720. (2) The product is [CH3:1][O:2][C:3]1[CH:4]=[C:5]([NH:26][C:34](=[O:36])[CH3:35])[CH:6]=[CH:7][C:8]=1[C:9]1[O:10][C:11]([C:14]2[C:15]([C:20]3[CH:21]=[CH:22][CH:23]=[CH:24][CH:25]=3)=[N:16][O:17][C:18]=2[CH3:19])=[N:12][N:13]=1. The reactants are [CH3:1][O:2][C:3]1[CH:4]=[C:5]([NH2:26])[CH:6]=[CH:7][C:8]=1[C:9]1[O:10][C:11]([C:14]2[C:15]([C:20]3[CH:25]=[CH:24][CH:23]=[CH:22][CH:21]=3)=[N:16][O:17][C:18]=2[CH3:19])=[N:12][N:13]=1.C(NC(C)C)(C)C.[C:34](Cl)(=[O:36])[CH3:35]. The catalyst is O1CCCC1.CN(C)C1C=CN=CC=1. The yield is 0.720. (3) The reactants are C[O:2][C:3]1[CH:8]=[CH:7][C:6]([C:9]([C:11]2[CH:16]=[CH:15][C:14]([CH2:17][C:18]([O:20][CH3:21])=[O:19])=[CH:13][CH:12]=2)=[O:10])=[CH:5][CH:4]=1.[Al+3].[Cl-].[Cl-].[Cl-].O. The catalyst is C1C=CC=CC=1. The product is [OH:2][C:3]1[CH:4]=[CH:5][C:6]([C:9]([C:11]2[CH:16]=[CH:15][C:14]([CH2:17][C:18]([O:20][CH3:21])=[O:19])=[CH:13][CH:12]=2)=[O:10])=[CH:7][CH:8]=1. The yield is 0.900. (4) The reactants are Cl[C:2]1[CH:12]=[CH:11][C:5]([C:6]([O:8][CH2:9][CH3:10])=[O:7])=[CH:4][C:3]=1[N+:13]([O-:15])=[O:14].C([O-])([O-])=O.[K+].[K+].[CH:22]1([NH2:27])[CH2:26][CH2:25][CH2:24][CH2:23]1. No catalyst specified. The product is [CH:22]1([NH:27][C:2]2[CH:12]=[CH:11][C:5]([C:6]([O:8][CH2:9][CH3:10])=[O:7])=[CH:4][C:3]=2[N+:13]([O-:15])=[O:14])[CH2:26][CH2:25][CH2:24][CH2:23]1. The yield is 0.780. (5) The reactants are [CH2:1]([O:3][C:4]1[CH:9]=[C:8](Br)[CH:7]=[CH:6][C:5]=1[N+:11]([O-:13])=[O:12])[CH3:2].[N:14]1[CH:19]=[CH:18][C:17](B(O)O)=[CH:16][CH:15]=1.C([O-])([O-])=O.[K+].[K+].O. The catalyst is CN(C)C(=O)C.C1C=CC(P(C2C=CC=CC=2)[C-]2C=CC=C2)=CC=1.C1C=CC(P(C2C=CC=CC=2)[C-]2C=CC=C2)=CC=1.Cl[Pd]Cl.[Fe+2].CC(O)=O. The product is [CH2:1]([O:3][C:4]1[CH:9]=[C:8]([C:17]2[CH:18]=[CH:19][N:14]=[CH:15][CH:16]=2)[CH:7]=[CH:6][C:5]=1[N+:11]([O-:13])=[O:12])[CH3:2]. The yield is 0.775. (6) The product is [NH2:52][CH2:51][CH2:50][O:49][C:48]1[CH:60]=[CH:61][C:45]([NH:44][C:3](=[O:5])[C:2](=[O:1])[C:6]2[CH:11]=[CH:10][C:9]([CH3:12])=[CH:8][CH:7]=2)=[CH:46][C:47]=1[C:62]1[N:66]([CH3:67])[N:65]=[CH:64][CH:63]=1. The yield is 0.322. The reactants are [O:1]=[C:2]([C:6]1[CH:11]=[CH:10][C:9]([CH3:12])=[CH:8][CH:7]=1)[C:3]([OH:5])=O.C(N(CC)CC)C.CN(C(ON1N=NC2C=CC=NC1=2)=[N+](C)C)C.F[P-](F)(F)(F)(F)F.[NH2:44][C:45]1[CH:61]=[CH:60][C:48]([O:49][CH2:50][CH2:51][NH:52]C(=O)OC(C)(C)C)=[C:47]([C:62]2[N:66]([CH3:67])[N:65]=[CH:64][CH:63]=2)[CH:46]=1.Cl.CCOCC. The catalyst is ClCCl. (7) The reactants are [CH2:1]([O:3][C:4]([C:6]1[CH:7]=[C:8]2[C:12](=[C:13](I)[CH:14]=1)[NH:11][CH:10]=[C:9]2[CH2:16][CH3:17])=[O:5])[CH3:2].[C:18](=[O:28])([O:20][CH2:21][C:22]1[CH:27]=[CH:26][CH:25]=[CH:24][CH:23]=1)[NH2:19].CNCCNC. The catalyst is C1(C)C=CC=CC=1.[Cu](I)I. The product is [CH2:1]([O:3][C:4]([C:6]1[CH:7]=[C:8]2[C:12](=[C:13]([NH:19][C:18]([O:20][CH2:21][C:22]3[CH:27]=[CH:26][CH:25]=[CH:24][CH:23]=3)=[O:28])[CH:14]=1)[NH:11][CH:10]=[C:9]2[CH2:16][CH3:17])=[O:5])[CH3:2]. The yield is 0.270.